Dataset: Experimentally validated miRNA-target interactions with 360,000+ pairs, plus equal number of negative samples. Task: Binary Classification. Given a miRNA mature sequence and a target amino acid sequence, predict their likelihood of interaction. (1) The miRNA is dre-miR-430b-3p with sequence AAAGUGCUAUCAAGUUGGGGUAG. The protein sequence of the target gene is MALPACAVREFEPPRQPERGAPVRTTCPRRHSRVEAELAASRPGSVAASVRAGPPRGVSHGFHTRPLLDKPRKASSSLAGAACAPLFALLSRGRRRRMHVLRRRWDLGSLCRALLTRGLAALGHSLKHVLGAIFSKIFGPMASVGNMDEKSNKLLLALVMLFLFAVIVLQYVCPGTECQLLRLQAFSSPVPDPYRSEDESSARFVPRYNFTRGDLLRKVDFDIKGDDLIVFLHIQKTGGTTFGRHLVRNIQLEQPCECRVGQKKCTCHRPGKRETWLFSRFSTGWSCGLHADWTELTSCV.... Result: 0 (no interaction). (2) The protein sequence of the target gene is MPSIKLQSSDGEIFEVDVEIAKQSVTIKTMLEDLGMDDEGDDDPVPLPNVNAAILKKVIQWCTHHKDDPPPPEDDENKEKRTDDIPVWDQEFLKVDQGTLFELILAANYLDIKGLLDVTCKTVANMIKGKTPEEIRKTFNIKNDFTEEEEAQVRKENQWCEEK. Result: 1 (interaction). The miRNA is hsa-miR-4282 with sequence UAAAAUUUGCAUCCAGGA. (3) The miRNA is mmu-miR-669o-5p with sequence UAGUUGUGUGUGCAUGUUUAUGU. The protein sequence of the target gene is MKGGEGDTGEQAPLNPEVDSPAGSATYREFVHRGYLDLMGASQHSLRALSWRRLYLSRAKLKASSRTSALLSGFAMVAMVEVQLENDHEYPPGLLVAFSACTTVLVAVHLFALMVSTCLLPHIEAVSNIHNLNSVHQSPHQRLHRYVELAWGFSTALGTFLFLAEVVLVGWVKFVPIGAPMGKPAPVVPMSQVPPVTVSLSLASNLTPSSASITTSQQPSKACPPRQVCDSAHGPGWQAAMASTAIMVPVGLVFMAFALHFYRSLVAHKTDRHKQELEELSRLQGELQAV. Result: 0 (no interaction). (4) The miRNA is cel-miR-786-3p with sequence UAAUGCCCUGAAUGAUGUUCAAU. The protein sequence of the target gene is MANALASATCERCKGGFAPAEKIVNSNGELYHEQCFVCAQCFQQFPEGLFYEFEGRKYCEHDFQMLFAPCCHQCGEFIIGRVIKAMNNSWHPECFRCDLCQEVLADIGFVKNAGRHLCRPCHNREKARGLGKYICQKCHAIIDEQPLIFKNDPYHPDHFNCANCGKELTADARELKGELYCLPCHDKMGVPICGACRRPIEGRVVNAMGKQWHVEHFVCAKCEKPFLGHRHYERKGLAYCETHYNQLFGDVCFHCNRVIEGDVVSALNKAWCVNCFACSTCNTKLTLKNKFVEFDMKPVC.... Result: 0 (no interaction).